This data is from Full USPTO retrosynthesis dataset with 1.9M reactions from patents (1976-2016). The task is: Predict the reactants needed to synthesize the given product. (1) Given the product [ClH:7].[NH2:30][CH2:29][CH2:28][S:27][C:13]1[N:14]([C:15]2[CH:16]=[CH:17][C:18]([O:21][CH2:22][C:23]([F:24])([F:26])[F:25])=[CH:19][CH:20]=2)[C:9](=[O:8])[C:10]2[C:11](=[CH:38][S:39][CH:40]=2)[N:12]=1, predict the reactants needed to synthesize it. The reactants are: C(OC(=O)C)C.[ClH:7].[O:8]=[C:9]1[N:14]([C:15]2[CH:20]=[CH:19][C:18]([O:21][CH2:22][C:23]([F:26])([F:25])[F:24])=[CH:17][CH:16]=2)[C:13]([S:27][CH2:28][CH2:29][NH:30]C(=O)OC(C)(C)C)=[N:12][C:11]2=[CH:38][S:39][CH:40]=[C:10]12. (2) Given the product [C:1]([O:5][C:6](=[O:27])[CH2:7][CH2:8][C:9]1[CH:14]=[CH:13][C:12]([O:15][CH2:40][CH2:39][C:37]2[N:38]=[C:34]([C:31]3[CH:32]=[CH:33][C:28]([C:53]4[CH:58]=[CH:57][CH:56]=[CH:55][CH:54]=4)=[CH:29][CH:30]=3)[O:35][C:36]=2[CH3:52])=[CH:11][C:10]=1[CH2:16][NH:17][C:18]([C:20]1[CH:24]=[C:23]([Cl:25])[S:22][C:21]=1[Cl:26])=[O:19])([CH3:4])([CH3:2])[CH3:3], predict the reactants needed to synthesize it. The reactants are: [C:1]([O:5][C:6](=[O:27])[CH2:7][CH2:8][C:9]1[CH:14]=[CH:13][C:12]([OH:15])=[CH:11][C:10]=1[CH2:16][NH:17][C:18]([C:20]1[CH:24]=[C:23]([Cl:25])[S:22][C:21]=1[Cl:26])=[O:19])([CH3:4])([CH3:3])[CH3:2].[C:28]1([C:53]2[CH:58]=[CH:57][CH:56]=[CH:55][CH:54]=2)[CH:33]=[CH:32][C:31]([C:34]2[O:35][C:36]([CH3:52])=[C:37]([CH2:39][CH2:40]OS(C3C=CC(C)=CC=3)(=O)=O)[N:38]=2)=[CH:30][CH:29]=1. (3) Given the product [O:20]1[C:25]2[CH:26]=[CH:27][CH:28]=[CH:29][C:24]=2[N:23]([C:2]([NH:30][CH:31]2[CH:38]3[CH2:39][C:34]4([C:41]([O:43][CH3:44])=[O:42])[CH2:35][CH:36]([CH2:40][CH:32]2[CH2:33]4)[CH2:37]3)=[O:4])[CH2:22][CH2:21]1, predict the reactants needed to synthesize it. The reactants are: Cl[C:2](Cl)([O:4]C(=O)OC(Cl)(Cl)Cl)Cl.C(N(CC)CC)C.[O:20]1[C:25]2[CH:26]=[CH:27][CH:28]=[CH:29][C:24]=2[NH:23][CH2:22][CH2:21]1.[NH2:30][CH:31]1[CH:38]2[CH2:39][C:34]3([C:41]([O:43][CH3:44])=[O:42])[CH2:35][CH:36]([CH2:40][CH:32]1[CH2:33]3)[CH2:37]2.